This data is from Full USPTO retrosynthesis dataset with 1.9M reactions from patents (1976-2016). The task is: Predict the reactants needed to synthesize the given product. Given the product [CH3:1][O:2][CH:3]([C:10]1[CH:15]=[CH:14][CH:13]=[CH:12][CH:11]=1)[CH:4]1[CH2:5][CH2:6][N:7]([C:17]2[CH:22]=[CH:21][C:20]([C:31]([O:34][CH2:35][CH3:36])=[O:33])=[CH:19][CH:18]=2)[CH2:8][CH2:9]1, predict the reactants needed to synthesize it. The reactants are: [CH3:1][O:2][CH:3]([C:10]1[CH:15]=[CH:14][CH:13]=[CH:12][CH:11]=1)[CH:4]1[CH2:9][CH2:8][NH:7][CH2:6][CH2:5]1.Br[C:17]1[CH:22]=[CH:21][C:20](F)=[CH:19][CH:18]=1.C(=O)([O-])[O-].[K+].[K+].O.[C:31]([O:34][CH2:35][CH3:36])(=[O:33])C.